The task is: Predict the reactants needed to synthesize the given product.. This data is from Full USPTO retrosynthesis dataset with 1.9M reactions from patents (1976-2016). (1) Given the product [C:1]([N:4]1[C:13]2[C:8](=[CH:9][C:10]([CH:14]3[CH2:15][CH2:16][N:17]([C:20]([O:22][C:23]([CH3:25])([CH3:26])[CH3:24])=[O:21])[CH2:18][CH2:19]3)=[CH:11][CH:12]=2)[C@H:7]([NH:27][C:28]2[CH:33]=[CH:32][C:31]([C:34](=[O:37])[NH:35][CH3:36])=[CH:30][CH:29]=2)[C@@H:6]([CH3:38])[C@@H:5]1[CH:39]1[CH2:40][CH2:41]1)(=[O:3])[CH3:2], predict the reactants needed to synthesize it. The reactants are: [C:1]([N:4]1[C:13]2[C:8](=[CH:9][C:10]([C:14]3[CH2:19][CH2:18][N:17]([C:20]([O:22][C:23]([CH3:26])([CH3:25])[CH3:24])=[O:21])[CH2:16][CH:15]=3)=[CH:11][CH:12]=2)[C@H:7]([NH:27][C:28]2[CH:33]=[CH:32][C:31]([C:34](=[O:37])[NH:35][CH3:36])=[CH:30][CH:29]=2)[C@@H:6]([CH3:38])[C@@H:5]1[CH:39]1[CH2:41][CH2:40]1)(=[O:3])[CH3:2]. (2) Given the product [C:1]([C:5]1[C:9]([CH2:10][CH2:11][CH2:12][O:13][C:25]2[C:30]([CH3:31])=[CH:29][CH:28]=[CH:27][C:26]=2[CH2:32][C:33]([OH:35])=[O:34])=[CH:8][N:7]([C:14]2[CH:19]=[CH:18][C:17]([C:20]([F:21])([F:22])[F:23])=[CH:16][N:15]=2)[N:6]=1)([CH3:4])([CH3:2])[CH3:3], predict the reactants needed to synthesize it. The reactants are: [C:1]([C:5]1[C:9]([CH2:10][CH2:11][CH2:12][OH:13])=[CH:8][N:7]([C:14]2[CH:19]=[CH:18][C:17]([C:20]([F:23])([F:22])[F:21])=[CH:16][N:15]=2)[N:6]=1)([CH3:4])([CH3:3])[CH3:2].O[C:25]1[C:30]([CH3:31])=[CH:29][CH:28]=[CH:27][C:26]=1[CH2:32][C:33]([O:35]C)=[O:34].C(P(CCCC)CCCC)CCC.N(C(N1CCCCC1)=O)=NC(N1CCCCC1)=O. (3) The reactants are: [F:1][C:2]1[CH:7]=[CH:6][C:5](OC)=[CH:4][C:3]=1B(O)O.C1(C)C=CC=CC=1.[Br:20][C:21]1[CH:26]=[CH:25][CH:24]=[C:23](I)[CH:22]=1.[C:28]([O-:31])([O-])=O.[Na+].[Na+]. Given the product [Br:20][C:21]1[CH:22]=[C:23]([C:3]2[C:2]([F:1])=[CH:7][CH:6]=[CH:5][C:4]=2[O:31][CH3:28])[CH:24]=[CH:25][CH:26]=1, predict the reactants needed to synthesize it. (4) Given the product [Cl:24][C:25]1[CH:30]=[CH:29][C:28]([C:11]2([C:15]3[CH:16]=[C:17]([N:21]([CH3:22])[CH3:23])[CH:18]=[CH:19][CH:20]=3)[CH2:10][CH2:9][NH:8][CH2:13][CH2:12]2)=[CH:27][CH:26]=1, predict the reactants needed to synthesize it. The reactants are: C(OC([N:8]1[CH2:13][CH2:12][C:11]([C:15]2[CH:20]=[CH:19][CH:18]=[C:17]([N:21]([CH3:23])[CH3:22])[CH:16]=2)(O)[CH2:10][CH2:9]1)=O)(C)(C)C.[Cl:24][C:25]1[CH:30]=[CH:29][CH:28]=[CH:27][CH:26]=1. (5) Given the product [O:24]([C:31]1[CH:36]=[CH:35][C:34]([C:2]2[C:3]([O:9][CH2:10][CH:11]3[CH2:12][CH2:13][N:14]([C:17](=[O:19])[CH:40]=[CH2:41])[CH2:15][CH2:16]3)=[N:4][CH:5]=[N:6][CH:7]=2)=[CH:33][CH:32]=1)[C:25]1[CH:30]=[CH:29][CH:28]=[CH:27][CH:26]=1, predict the reactants needed to synthesize it. The reactants are: Br[C:2]1[C:3](Cl)=[N:4][CH:5]=[N:6][CH:7]=1.[OH:9][CH2:10][CH:11]1[CH2:16][CH2:15][N:14]([C:17]([O:19]C(C)(C)C)=O)[CH2:13][CH2:12]1.[O:24]([C:31]1[CH:36]=[CH:35][C:34](B(O)O)=[CH:33][CH:32]=1)[C:25]1[CH:30]=[CH:29][CH:28]=[CH:27][CH:26]=1.[C:40](Cl)(=O)[CH:41]=C. (6) Given the product [C:12]([CH:11]([CH3:15])[CH2:10][N:9]([CH2:16][C:17]([F:18])([F:19])[F:20])[C:6]1[CH:7]=[CH:8][C:3]([C:1]#[N:2])=[C:4]([C:21]([F:22])([F:24])[F:23])[CH:5]=1)#[N:14], predict the reactants needed to synthesize it. The reactants are: [C:1]([C:3]1[CH:8]=[CH:7][C:6]([N:9]([CH2:16][C:17]([F:20])([F:19])[F:18])[CH2:10][CH:11]([CH3:15])[C:12]([NH2:14])=O)=[CH:5][C:4]=1[C:21]([F:24])([F:23])[F:22])#[N:2].C(Cl)(Cl)(Cl)Cl.C1(P(C2C=CC=CC=2)C2C=CC=CC=2)C=CC=CC=1. (7) Given the product [N:8]1[C:3]([N:1]2[C:15]([NH2:16])=[N:17][C:18]([NH:19][C:20]3[CH:21]=[CH:22][C:23]([N:26]4[CH2:27][CH2:28][N:29]([CH3:32])[CH2:30][CH2:31]4)=[CH:24][CH:25]=3)=[N:2]2)=[CH:4][CH:5]=[C:6]2[CH2:14][CH2:13][CH2:12][CH2:11][CH2:10][CH2:9][C:7]=12, predict the reactants needed to synthesize it. The reactants are: [NH:1]([C:3]1[N:8]=[C:7]2[CH2:9][CH2:10][CH2:11][CH2:12][CH2:13][CH2:14][C:6]2=[CH:5][CH:4]=1)[NH2:2].[C:15](/[N:17]=[C:18](\OC1C=CC=CC=1)/[NH:19][C:20]1[CH:25]=[CH:24][C:23]([N:26]2[CH2:31][CH2:30][N:29]([CH3:32])[CH2:28][CH2:27]2)=[CH:22][CH:21]=1)#[N:16].